From a dataset of Peptide-MHC class II binding affinity with 134,281 pairs from IEDB. Regression. Given a peptide amino acid sequence and an MHC pseudo amino acid sequence, predict their binding affinity value. This is MHC class II binding data. The peptide sequence is AFKVAATAANAAPIN. The MHC is HLA-DPA10201-DPB11401 with pseudo-sequence HLA-DPA10201-DPB11401. The binding affinity (normalized) is 0.870.